This data is from Reaction yield outcomes from USPTO patents with 853,638 reactions. The task is: Predict the reaction yield, written as a fraction of the theoretical maximum amount of product (1.0 means a 100% yield; for example, 0.34 means a 34% yield). (1) The reactants are [H-].[Na+].[CH2:3]([O:7][C:8]1[CH:12]=[CH:11][NH:10][N:9]=1)[CH:4]([CH3:6])[CH3:5].[Cl:13][C:14]1[C:19]([C:20]([O:22][C:23]([CH3:26])([CH3:25])[CH3:24])=[O:21])=[CH:18][CH:17]=[C:16](Cl)[N:15]=1. The catalyst is CN(C=O)C.CCOC(C)=O.O.[Cl-].[Na+].O. The product is [Cl:13][C:14]1[C:19]([C:20]([O:22][C:23]([CH3:26])([CH3:25])[CH3:24])=[O:21])=[CH:18][CH:17]=[C:16]([N:10]2[CH:11]=[CH:12][C:8]([O:7][CH2:3][CH:4]([CH3:6])[CH3:5])=[N:9]2)[N:15]=1. The yield is 0.500. (2) The reactants are [CH2:1]([N:8]1[CH2:14][C:13]2[N:15]=[CH:16][C:17](Cl)=[N:18][C:12]=2[O:11][CH2:10][CH2:9]1)[C:2]1[CH:7]=[CH:6][CH:5]=[CH:4][CH:3]=1.[C:20]1(B(O)O)[CH2:24][CH2:23][CH2:22][CH:21]=1.C(=O)([O-])[O-].[Na+].[Na+].O. The catalyst is COCCOC.C1C=CC([P]([Pd]([P](C2C=CC=CC=2)(C2C=CC=CC=2)C2C=CC=CC=2)([P](C2C=CC=CC=2)(C2C=CC=CC=2)C2C=CC=CC=2)[P](C2C=CC=CC=2)(C2C=CC=CC=2)C2C=CC=CC=2)(C2C=CC=CC=2)C2C=CC=CC=2)=CC=1. The product is [CH2:1]([N:8]1[CH2:14][C:13]2[N:15]=[CH:16][C:17]([C:20]3[CH2:24][CH2:23][CH2:22][CH:21]=3)=[N:18][C:12]=2[O:11][CH2:10][CH2:9]1)[C:2]1[CH:7]=[CH:6][CH:5]=[CH:4][CH:3]=1. The yield is 0.680. (3) The reactants are Cl[CH2:2][C:3]1[CH:8]=[CH:7][CH:6]=[C:5]([S:9][CH:10]2[CH2:13][CH2:12][CH2:11]2)[N:4]=1.C([O:16][C:17]([CH:19]1[CH2:21][CH:20]1[C:22]1[CH:27]=[C:26]([F:28])[C:25]([OH:29])=[C:24]([F:30])[CH:23]=1)=[O:18])C. No catalyst specified. The product is [CH:10]1([S:9][C:5]2[N:4]=[C:3]([CH2:2][O:29][C:25]3[C:24]([F:30])=[CH:23][C:22]([CH:20]4[CH2:21][CH:19]4[C:17]([OH:18])=[O:16])=[CH:27][C:26]=3[F:28])[CH:8]=[CH:7][CH:6]=2)[CH2:13][CH2:12][CH2:11]1. The yield is 0.690. (4) The catalyst is CS(C)=O.O. The yield is 0.630. The reactants are [F:1][C:2]1[C:10]([O:11][CH3:12])=[CH:9][CH:8]=[CH:7][C:3]=1[C:4]([OH:6])=O.[F:13][C:14]1[CH:19]=[CH:18][C:17]([NH:20][C:21]([C:23]2[C:27]([NH2:28])=[CH:26][NH:25][N:24]=2)=[O:22])=[CH:16][CH:15]=1.C(Cl)CCl.C1C=CC2N(O)N=NC=2C=1. The product is [F:13][C:14]1[CH:15]=[CH:16][C:17]([NH:20][C:21]([C:23]2[C:27]([NH:28][C:4](=[O:6])[C:3]3[CH:7]=[CH:8][CH:9]=[C:10]([O:11][CH3:12])[C:2]=3[F:1])=[CH:26][NH:25][N:24]=2)=[O:22])=[CH:18][CH:19]=1. (5) The reactants are Cl.[O:2]1P2[O:8][P:9]3[O:11]P(O2)[O:4][P:3]1[O:10]3.[OH2:12]. No catalyst specified. The product is [P:3]([OH:10])([OH:4])[OH:2].[P:9](=[O:11])([OH:12])([OH:10])[OH:8]. The yield is 0.990. (6) The reactants are [Cl:1][C:2]1[N:7]([CH2:8][C:9]2[CH:16]=[CH:15][CH:14]=[CH:13][C:10]=2[C:11]#[N:12])[C:6](=[O:17])[NH:5][C:4](=[O:18])[CH:3]=1.[H-].[Na+].[Li+].[Br-].I[CH3:24]. The catalyst is CN(C=O)C.C1COCC1.C(Cl)(Cl)Cl. The product is [Cl:1][C:2]1[N:7]([CH2:8][C:9]2[CH:16]=[CH:15][CH:14]=[CH:13][C:10]=2[C:11]#[N:12])[C:6](=[O:17])[N:5]([CH3:24])[C:4](=[O:18])[CH:3]=1. The yield is 0.720. (7) The reactants are Cl[C:2]1[CH:7]=[C:6]([CH2:8][O:9][C:10]2[C:19]3[C:14](=[CH:15][CH:16]=[CH:17][CH:18]=3)[C:13]([NH:20][C:21](=[O:27])[O:22][C:23]([CH3:26])([CH3:25])[CH3:24])=[CH:12][CH:11]=2)[CH:5]=[CH:4][N:3]=1.C(=O)([O-])[O-].[Cs+].[Cs+].[NH2:34][C:35]1[CH:40]=[N:39][CH:38]=[C:37]([CH2:41][CH3:42])[N:36]=1.C1C=CC(P(C2C(C3C(P(C4C=CC=CC=4)C4C=CC=CC=4)=CC=C4C=3C=CC=C4)=C3C(C=CC=C3)=CC=2)C2C=CC=CC=2)=CC=1. The catalyst is C1C=CC(/C=C/C(/C=C/C2C=CC=CC=2)=O)=CC=1.C1C=CC(/C=C/C(/C=C/C2C=CC=CC=2)=O)=CC=1.C1C=CC(/C=C/C(/C=C/C2C=CC=CC=2)=O)=CC=1.[Pd].[Pd].O1CCOCC1. The product is [CH2:41]([C:37]1[N:36]=[C:35]([NH:34][C:2]2[CH:7]=[C:6]([CH2:8][O:9][C:10]3[C:19]4[C:14](=[CH:15][CH:16]=[CH:17][CH:18]=4)[C:13]([NH:20][C:21](=[O:27])[O:22][C:23]([CH3:24])([CH3:26])[CH3:25])=[CH:12][CH:11]=3)[CH:5]=[CH:4][N:3]=2)[CH:40]=[N:39][CH:38]=1)[CH3:42]. The yield is 0.768. (8) The reactants are [F:1][C:2]1([F:22])[CH2:6][N:5]([C:7]2[CH:12]=[CH:11][C:10]([N+:13]([O-:15])=[O:14])=[C:9]([C:16]([F:19])([F:18])[F:17])[CH:8]=2)[C@H:4]([CH2:20][OH:21])[CH2:3]1.C(N(CC)CC)C.[CH3:30][S:31](Cl)(=[O:33])=[O:32]. The catalyst is C(Cl)Cl. The product is [CH3:30][S:31]([O:21][CH2:20][C@@H:4]1[CH2:3][C:2]([F:1])([F:22])[CH2:6][N:5]1[C:7]1[CH:12]=[CH:11][C:10]([N+:13]([O-:15])=[O:14])=[C:9]([C:16]([F:18])([F:19])[F:17])[CH:8]=1)(=[O:33])=[O:32]. The yield is 0.960. (9) The reactants are [C:1]1([C:7]2[N:11]=[C:10]([N:12]3[CH2:17][CH2:16][NH:15][CH2:14][CH2:13]3)[S:9][N:8]=2)[CH:6]=[CH:5][CH:4]=[CH:3][CH:2]=1.C(N(CC)CC)C.[CH3:25][S:26][C:27]1[CH:28]=[C:29]([N:33]=[C:34]=[O:35])[CH:30]=[CH:31][CH:32]=1. The catalyst is O1CCCC1. The product is [CH3:25][S:26][C:27]1[CH:28]=[C:29]([NH:33][C:34]([N:15]2[CH2:16][CH2:17][N:12]([C:10]3[S:9][N:8]=[C:7]([C:1]4[CH:2]=[CH:3][CH:4]=[CH:5][CH:6]=4)[N:11]=3)[CH2:13][CH2:14]2)=[O:35])[CH:30]=[CH:31][CH:32]=1. The yield is 0.503. (10) The reactants are Br[C:2]1[S:3][C:4]([C:7]2[CH:8]=[N:9][N:10]3[CH:15]=[CH:14][C:13]([N:16]4[CH2:20][CH2:19][CH2:18][C@@H:17]4[C:21]4[CH:26]=[C:25]([F:27])[CH:24]=[CH:23][C:22]=4[F:28])=[N:12][C:11]=23)=[N:5][N:6]=1.CC1(C)C(C)(C)OB([C:37]2[CH:38]=[N:39][N:40](C(OC(C)(C)C)=O)[CH:41]=2)O1.[O-]P([O-])([O-])=O.[K+].[K+].[K+]. The catalyst is O1CCOCC1.O.C1C=CC(P(C2C=CC=CC=2)[C-]2C=CC=C2)=CC=1.C1C=CC(P(C2C=CC=CC=2)[C-]2C=CC=C2)=CC=1.Cl[Pd]Cl.[Fe+2].C(Cl)Cl. The product is [F:28][C:22]1[CH:23]=[CH:24][C:25]([F:27])=[CH:26][C:21]=1[C@H:17]1[CH2:18][CH2:19][CH2:20][N:16]1[C:13]1[CH:14]=[CH:15][N:10]2[N:9]=[CH:8][C:7]([C:4]3[S:3][C:2]([C:37]4[CH:38]=[N:39][NH:40][CH:41]=4)=[N:6][N:5]=3)=[C:11]2[N:12]=1. The yield is 0.140.